Dataset: Catalyst prediction with 721,799 reactions and 888 catalyst types from USPTO. Task: Predict which catalyst facilitates the given reaction. (1) Reactant: [Cl:1][C:2]1[CH:3]=[C:4]([C:9]2[CH:14]=[C:13]([CH3:15])[N:12]=[C:11]([N:16]3[CH:20]=[C:19]([Sn](CCCC)(CCCC)CCCC)[N:18]=[CH:17]3)[N:10]=2)[CH:5]=[CH:6][C:7]=1[Cl:8].[CH3:34][C:35]([NH:38][S:39]([C:42]1[S:46][C:45](Br)=[CH:44][CH:43]=1)(=[O:41])=[O:40])([CH3:37])[CH3:36].CCCCCC. Product: [C:35]([NH:38][S:39]([C:42]1[S:46][C:45]([C:19]2[N:18]=[CH:17][N:16]([C:11]3[N:10]=[C:9]([C:4]4[CH:5]=[CH:6][C:7]([Cl:8])=[C:2]([Cl:1])[CH:3]=4)[CH:14]=[C:13]([CH3:15])[N:12]=3)[CH:20]=2)=[CH:44][CH:43]=1)(=[O:40])=[O:41])([CH3:37])([CH3:34])[CH3:36]. The catalyst class is: 11. (2) Reactant: [OH:1]OS([O-])=O.[K+].[OH2:7].[CH3:8][C:9]1[CH:14]=[CH:13][C:12]([S:15][C:16]2[C:30]([O:31][C:32]3[CH:33]=[N:34][CH:35]=[CH:36][CH:37]=3)=[CH:29][C:19]3[NH:20][C:21]([C:23]4[CH:28]=[CH:27][CH:26]=[CH:25][N:24]=4)=[N:22][C:18]=3[CH:17]=2)=[CH:11][N:10]=1. Product: [CH3:14][C:13]1[CH:8]=[CH:9][N:10]=[CH:11][C:12]=1[S:15]([C:16]1[C:30]([O:31][C:32]2[CH:33]=[N:34][CH:35]=[CH:36][CH:37]=2)=[CH:29][C:19]2[NH:20][C:21]([C:23]3[CH:28]=[CH:27][CH:26]=[CH:25][N:24]=3)=[N:22][C:18]=2[CH:17]=1)(=[O:1])=[O:7]. The catalyst class is: 7. (3) Reactant: Cl.C(OC([N:9]1[CH2:14][CH2:13][N:12]([C:15]2[C:20]([Cl:21])=[N:19][CH:18]=[CH:17][N:16]=2)[CH2:11][CH2:10]1)=O)(C)(C)C. Product: [Cl:21][C:20]1[C:15]([N:12]2[CH2:11][CH2:10][NH:9][CH2:14][CH2:13]2)=[N:16][CH:17]=[CH:18][N:19]=1. The catalyst class is: 12. (4) Product: [Br:10][C:11]1[CH:20]=[C:19]2[C:14]([C:15](=[O:21])[NH:16][CH:17]=[N:18]2)=[CH:13][C:12]=1[N+:6]([O-:9])=[O:7]. The catalyst class is: 6. Reactant: S(=O)(=O)(O)O.[N+:6]([O-:9])(O)=[O:7].[Br:10][C:11]1[CH:20]=[C:19]2[C:14]([C:15](=[O:21])[NH:16][CH:17]=[N:18]2)=[CH:13][CH:12]=1. (5) Reactant: [C:1]([SiH2:5][O:6][C:7]([CH3:21])([CH3:20])[C@H:8]1[CH2:13][CH2:12][C@H:11]([CH2:14]OS(C)(=O)=O)[CH2:10][CH2:9]1)([CH3:4])([CH3:3])[CH3:2].[C-:22]#[N:23].[Na+]. Product: [C:1]([SiH2:5][O:6][C:7]([CH3:21])([CH3:20])[C@H:8]1[CH2:13][CH2:12][C@H:11]([CH2:14][C:22]#[N:23])[CH2:10][CH2:9]1)([CH3:4])([CH3:3])[CH3:2]. The catalyst class is: 9. (6) Reactant: [CH2:1]([O:8][CH2:9][CH2:10][CH2:11][O:12][C:13]1[CH:18]=[CH:17][C:16]([CH:19]2[CH:24]([O:25][CH2:26][C:27]3[CH:36]=[CH:35][C:34]4[C:29](=[CH:30][CH:31]=[CH:32][CH:33]=4)[CH:28]=3)[CH2:23][N:22]([C:37]([O:39][C:40]([CH3:43])([CH3:42])[CH3:41])=[O:38])[CH2:21][CH:20]2[CH2:44][OH:45])=[CH:15][CH:14]=1)[C:2]1[CH:7]=[CH:6][CH:5]=[CH:4][CH:3]=1.Cl[C:47]([O-:49])=O.[NH3:50]. Product: [CH2:1]([O:8][CH2:9][CH2:10][CH2:11][O:12][C:13]1[CH:14]=[CH:15][C:16]([CH:19]2[CH:24]([O:25][CH2:26][C:27]3[CH:36]=[CH:35][C:34]4[C:29](=[CH:30][CH:31]=[CH:32][CH:33]=4)[CH:28]=3)[CH2:23][N:22]([C:37]([O:39][C:40]([CH3:42])([CH3:41])[CH3:43])=[O:38])[CH2:21][CH:20]2[CH2:44][O:45][C:47](=[O:49])[NH2:50])=[CH:17][CH:18]=1)[C:2]1[CH:3]=[CH:4][CH:5]=[CH:6][CH:7]=1. The catalyst class is: 7.